Dataset: Experimentally validated miRNA-target interactions with 360,000+ pairs, plus equal number of negative samples. Task: Binary Classification. Given a miRNA mature sequence and a target amino acid sequence, predict their likelihood of interaction. The miRNA is mmu-miR-212-5p with sequence ACCUUGGCUCUAGACUGCUUACU. The protein sequence of the target gene is MNGDNASSAADRAGGPAATPVPIPIGWQRCVREGAVYYISPSGTELSSLEQTRSYLLSDGTCKCGLECPLNVPKVFNFDPLAPVTPGGAGVGPASEEDMTKLCNHRRKAVAMATLYRSMETTCSHSSPGEGASPQMFHTVSPGPPSVRPPCRAPPTTPLNGGPGSIPQDPPSVPQAFPPLTGPAGLFPPPRLPDPVPSAGSSSPCFLPRGNAPSPAPPPPPAISLNAPSYNWGASLRSNLVPSDLGSPPAPHASSSPPSDSPLFHCSDALTSPPLPPSNNPPGPPGPPGPATQPPVSSAT.... Result: 0 (no interaction).